Dataset: Forward reaction prediction with 1.9M reactions from USPTO patents (1976-2016). Task: Predict the product of the given reaction. Given the reactants [CH3:1][N:2]1[CH2:19][CH2:18][C:5]2[N:6]([CH2:14][C:15](O)=[O:16])[C:7]3[CH:8]=[CH:9][C:10]([CH3:13])=[CH:11][C:12]=3[C:4]=2[CH2:3]1.C1(N=C=NC2CCCCC2)CCCCC1.[C:35]([NH2:39])([CH3:38])([CH3:37])[CH3:36], predict the reaction product. The product is: [C:35]([NH:39][C:15](=[O:16])[CH2:14][N:6]1[C:7]2[CH:8]=[CH:9][C:10]([CH3:13])=[CH:11][C:12]=2[C:4]2[CH2:3][N:2]([CH3:1])[CH2:19][CH2:18][C:5]1=2)([CH3:38])([CH3:37])[CH3:36].